Dataset: Full USPTO retrosynthesis dataset with 1.9M reactions from patents (1976-2016). Task: Predict the reactants needed to synthesize the given product. (1) Given the product [CH3:52][O:51][C:49]1[CH:50]=[C:45]([CH2:44][CH2:43][C:33]2[NH:34][N:35]=[C:31]([NH:30][C:24](=[O:26])[C:23]3[CH:22]=[CH:21][C:20]([C:18]([N:15]4[CH2:14][CH2:13][N:12]([CH3:11])[CH2:17][CH2:16]4)=[O:19])=[CH:29][CH:28]=3)[CH:32]=2)[CH:46]=[C:47]([O:53][CH3:54])[CH:48]=1, predict the reactants needed to synthesize it. The reactants are: C[Si]([N-][Si](C)(C)C)(C)C.[Na+].[CH3:11][N:12]1[CH2:17][CH2:16][N:15]([C:18]([C:20]2[CH:29]=[CH:28][C:23]([C:24]([O:26]C)=O)=[CH:22][CH:21]=2)=[O:19])[CH2:14][CH2:13]1.[NH2:30][C:31]1[N:35](C(OC(C)(C)C)=O)[N:34]=[C:33]([CH2:43][CH2:44][C:45]2[CH:50]=[C:49]([O:51][CH3:52])[CH:48]=[C:47]([O:53][CH3:54])[CH:46]=2)[CH:32]=1.[NH4+].[Cl-]. (2) Given the product [C:1]1([C:7]2[C:8]3[CH:18]=[CH:17][CH:16]=[CH:15][C:9]=3[S:10][C:11]=2[CH:12]([NH:14][C:20]2[N:28]=[CH:27][N:26]=[C:25]3[C:21]=2[N:22]=[CH:23][NH:24]3)[CH3:13])[CH:2]=[CH:3][CH:4]=[CH:5][CH:6]=1, predict the reactants needed to synthesize it. The reactants are: [C:1]1([C:7]2[C:8]3[CH:18]=[CH:17][CH:16]=[CH:15][C:9]=3[S:10][C:11]=2[CH:12]([NH2:14])[CH3:13])[CH:6]=[CH:5][CH:4]=[CH:3][CH:2]=1.Cl[C:20]1[N:28]=[CH:27][N:26]=[C:25]2[C:21]=1[N:22]=[CH:23][NH:24]2.CCN(C(C)C)C(C)C. (3) Given the product [C:39]([C:41]1[C:51]2[C:46](=[CH:47][CH:48]=[CH:49][CH:50]=2)[CH:45]=[CH:44][C:42]=1[O:43][CH2:38][C:37]([NH2:36])=[O:52])#[N:40], predict the reactants needed to synthesize it. The reactants are: BrC1C=CC(OCC(N)=O)=C(C#N)C=1.OC1C=CC2C(=CC=CC=2)C=1C#N.ClC1C=CC=CC=1C1[NH:36][C:37](=[O:52])[C:38]2[O:43][C:42]3[CH:44]=[CH:45][C:46]4[CH:47]=[CH:48][CH:49]=[CH:50][C:51]=4[C:41]=3[C:39]=2[N:40]=1. (4) Given the product [Br:1][C:2]1[N:7]=[C:6]([C@:8]([NH:21][S:22]([C:25]2[CH:26]=[CH:27][C:28]([N+:31]([O-:33])=[O:32])=[CH:29][CH:30]=2)(=[O:23])=[O:24])([CH3:20])[CH2:9][O:10][C@@:11]([C:12]#[N:14])([CH3:19])[C:15]([F:18])([F:17])[F:16])[C:5]([F:34])=[CH:4][CH:3]=1, predict the reactants needed to synthesize it. The reactants are: [Br:1][C:2]1[N:7]=[C:6]([C@:8]([NH:21][S:22]([C:25]2[CH:30]=[CH:29][C:28]([N+:31]([O-:33])=[O:32])=[CH:27][CH:26]=2)(=[O:24])=[O:23])([CH3:20])[CH2:9][O:10][C@@:11]([CH3:19])([C:15]([F:18])([F:17])[F:16])[C:12]([NH2:14])=O)[C:5]([F:34])=[CH:4][CH:3]=1.C(N(CC)CC)C.FC(F)(F)C(OC(=O)C(F)(F)F)=O. (5) Given the product [F:33][CH:2]([F:1])[C:3]1[N:7]([C:8]2[CH:13]=[C:12]([S:14]([CH2:15][C:16]([F:17])([F:18])[F:19])=[O:42])[C:11]([CH3:20])=[CH:10][C:9]=2[F:21])[N:6]=[C:5]([O:22][C:23]([F:32])([F:31])[CH:24]([F:30])[O:25][C:26]([F:29])([F:28])[F:27])[CH:4]=1, predict the reactants needed to synthesize it. The reactants are: [F:1][CH:2]([F:33])[C:3]1[N:7]([C:8]2[CH:13]=[C:12]([S:14][CH2:15][C:16]([F:19])([F:18])[F:17])[C:11]([CH3:20])=[CH:10][C:9]=2[F:21])[N:6]=[C:5]([O:22][C:23]([F:32])([F:31])[CH:24]([F:30])[O:25][C:26]([F:29])([F:28])[F:27])[CH:4]=1.ClC1C=CC=C(C(OO)=[O:42])C=1. (6) Given the product [Br:21][C:17]1[CH:18]=[C:19]([O:20][CH:10]([C:3]2[C:2]([Cl:1])=[CH:7][CH:6]=[C:5]([F:8])[C:4]=2[Cl:9])[CH3:11])[C:14]([NH2:13])=[N:15][CH:16]=1, predict the reactants needed to synthesize it. The reactants are: [Cl:1][C:2]1[CH:7]=[CH:6][C:5]([F:8])=[C:4]([Cl:9])[C:3]=1[CH:10](Br)[CH3:11].[NH2:13][C:14]1[C:19]([OH:20])=[CH:18][C:17]([Br:21])=[CH:16][N:15]=1.C([O-])([O-])=O.[K+].[K+]. (7) Given the product [C:1]([O:5][C:6](=[O:15])[NH:7][C:8]1[C:13]([CH:32]=[O:33])=[CH:12][CH:11]=[C:10]([Cl:14])[N:9]=1)([CH3:4])([CH3:2])[CH3:3], predict the reactants needed to synthesize it. The reactants are: [C:1]([O:5][C:6](=[O:15])[NH:7][C:8]1[CH:13]=[CH:12][CH:11]=[C:10]([Cl:14])[N:9]=1)([CH3:4])([CH3:3])[CH3:2].CN(C)CCN(C)C.C([Li])CCC.CN([CH:32]=[O:33])C.Cl.